This data is from Forward reaction prediction with 1.9M reactions from USPTO patents (1976-2016). The task is: Predict the product of the given reaction. (1) The product is: [Cl:1][C:2]1[CH:3]=[C:4]([CH:8]([NH:11][C:12]2[O:13][C:14]3[C:20]([O:21][CH3:22])=[CH:19][C:18]([C:23]([N:31]4[CH:30]([CH2:33][CH2:34][OH:35])[CH2:29][O:28][CH:27]([CH3:26])[CH2:32]4)=[O:25])=[CH:17][C:15]=3[N:16]=2)[CH2:9][F:10])[CH:5]=[CH:6][CH:7]=1. Given the reactants [Cl:1][C:2]1[CH:3]=[C:4]([CH:8]([NH:11][C:12]2[O:13][C:14]3[C:20]([O:21][CH3:22])=[CH:19][C:18]([C:23]([OH:25])=O)=[CH:17][C:15]=3[N:16]=2)[CH2:9][F:10])[CH:5]=[CH:6][CH:7]=1.[CH3:26][CH:27]1[CH2:32][NH:31][CH:30]([CH2:33][CH2:34][OH:35])[CH2:29][O:28]1.C(N(CC)C(C)C)(C)C.CN(C(ON1N=NC2C=CC=NC1=2)=[N+](C)C)C.F[P-](F)(F)(F)(F)F, predict the reaction product. (2) Given the reactants C[O:2][C:3](=[O:40])[CH:4]([NH:32][C:33]([O:35][C:36]([CH3:39])([CH3:38])[CH3:37])=[O:34])[CH2:5][S:6][CH2:7][C:8]1[CH:13]=[CH:12][C:11]([C:14]2[N:19]=[C:18]([C:20]3[CH:25]=[CH:24][CH:23]=[CH:22][CH:21]=3)[CH:17]=[C:16]([C:26]3[CH:31]=[CH:30][CH:29]=[CH:28][CH:27]=3)[N:15]=2)=[CH:10][CH:9]=1.CO.[OH-].[K+], predict the reaction product. The product is: [C:36]([O:35][C:33]([NH:32][CH:4]([CH2:5][S:6][CH2:7][C:8]1[CH:13]=[CH:12][C:11]([C:14]2[N:19]=[C:18]([C:20]3[CH:25]=[CH:24][CH:23]=[CH:22][CH:21]=3)[CH:17]=[C:16]([C:26]3[CH:27]=[CH:28][CH:29]=[CH:30][CH:31]=3)[N:15]=2)=[CH:10][CH:9]=1)[C:3]([OH:40])=[O:2])=[O:34])([CH3:39])([CH3:37])[CH3:38].